This data is from Full USPTO retrosynthesis dataset with 1.9M reactions from patents (1976-2016). The task is: Predict the reactants needed to synthesize the given product. Given the product [F:18][C:15]1[CH:16]=[CH:17][C:12]([CH2:11][O:10][C:7]2[CH:8]=[CH:9][C:4]([NH2:1])=[CH:5][CH:6]=2)=[CH:13][CH:14]=1, predict the reactants needed to synthesize it. The reactants are: [N+:1]([C:4]1[CH:9]=[CH:8][C:7]([O:10][CH2:11][C:12]2[CH:17]=[CH:16][C:15]([F:18])=[CH:14][CH:13]=2)=[CH:6][CH:5]=1)([O-])=O.[H][H].